Dataset: CYP2C9 inhibition data for predicting drug metabolism from PubChem BioAssay. Task: Regression/Classification. Given a drug SMILES string, predict its absorption, distribution, metabolism, or excretion properties. Task type varies by dataset: regression for continuous measurements (e.g., permeability, clearance, half-life) or binary classification for categorical outcomes (e.g., BBB penetration, CYP inhibition). Dataset: cyp2c9_veith. (1) The molecule is CC[C@H](NC(C)C)[C@H](O)c1ccc(O)c2[nH]c(=O)ccc12. The result is 1 (inhibitor). (2) The compound is O=S(=O)(c1ccccc1)N1CCC2(CCN(Cc3ccccc3)CC2)CC1. The result is 0 (non-inhibitor). (3) The compound is COC(=O)[C@@]1(Cc2ccc(F)cc2)[C@H]2c3cc(C(=O)N(C)C)n(Cc4cccc5ccccc45)c3C[C@H]2CN1C(=O)c1ccccc1. The result is 1 (inhibitor). (4) The compound is NS(=O)(=O)c1ccc(NC(=O)Nc2cccc3ccccc23)cc1. The result is 0 (non-inhibitor).